From a dataset of Cav3 T-type calcium channel HTS with 100,875 compounds. Binary Classification. Given a drug SMILES string, predict its activity (active/inactive) in a high-throughput screening assay against a specified biological target. (1) The drug is Clc1c(NC=2SCC(=NN2)c2c(n(c(c2)C)CCOC)C)ccc(Cl)c1. The result is 0 (inactive). (2) The compound is S(=O)(=O)(N1CCN(CC1)c1c(OC)cccc1)c1c2nsnc2ccc1. The result is 0 (inactive). (3) The molecule is o1c(COc2c(OC)cccc2)ccc1C(=O)N(C)C. The result is 0 (inactive).